From a dataset of Reaction yield outcomes from USPTO patents with 853,638 reactions. Predict the reaction yield, written as a fraction of the theoretical maximum amount of product (1.0 means a 100% yield; for example, 0.34 means a 34% yield). (1) The reactants are C[Li].[C:3](OC)(=O)/[CH:4]=[CH:5]/[CH2:6][CH2:7][CH2:8][CH2:9][CH2:10][CH3:11].BrCBr.[C:18]([Mg]Cl)(C)(C)C.C([O:26][CH2:27][CH3:28])C. No catalyst specified. The product is [CH2:8]([C@@H:9]1[CH2:11][C@H:10]1[C:27]([OH:26])([CH3:28])[CH3:18])[CH2:7][CH2:6][CH2:5][CH2:4][CH3:3]. The yield is 0.740. (2) The reactants are [C:1]([C:5]1[S:9][C:8]([C:10](OCC)=[O:11])=[N:7][N:6]=1)([CH3:4])([CH3:3])[CH3:2].[BH4-].[Na+].[Cl-].[Na+].Cl. The catalyst is CO. The product is [C:1]([C:5]1[S:9][C:8]([CH2:10][OH:11])=[N:7][N:6]=1)([CH3:4])([CH3:2])[CH3:3]. The yield is 1.00. (3) The reactants are S(Cl)([Cl:3])=O.[OH:5][CH2:6][C:7]1[CH:11]=[C:10]([C:12]2[CH:17]=[CH:16][C:15]([CH3:18])=[CH:14][CH:13]=2)[N:9]([C:19]2[CH:24]=[CH:23][C:22]([S:25]([NH2:28])(=[O:27])=[O:26])=[CH:21][CH:20]=2)[N:8]=1.[CH2:29]1[CH2:33]O[CH2:31][CH2:30]1. No catalyst specified. The product is [Cl:3][CH2:6][C:7]1[CH:11]=[C:10]([C:12]2[CH:17]=[CH:16][C:15]([CH3:18])=[CH:14][CH:13]=2)[N:9]([C:19]2[CH:24]=[CH:23][C:22]([S:25]([NH2:28])(=[O:27])=[O:26])=[CH:21][CH:20]=2)[N:8]=1.[Cl:3][CH2:31][CH2:30][CH2:29][CH2:33][O:5][CH2:6][C:7]1[CH:11]=[C:10]([C:12]2[CH:13]=[CH:14][C:15]([CH3:18])=[CH:16][CH:17]=2)[N:9]([C:19]2[CH:24]=[CH:23][C:22]([S:25]([NH2:28])(=[O:26])=[O:27])=[CH:21][CH:20]=2)[N:8]=1. The yield is 0.380. (4) The reactants are [BH4-].[Li+].[Cl:3][C:4]1[CH:5]=[CH:6][C:7]([C:27](OC)=[O:28])=[C:8]2[C:12]=1[N:11]=[C:10]1[N:13]([C:17]3[CH:18]=[N:19][C:20]([N:24]([CH3:26])[CH3:25])=[CH:21][C:22]=3[CH3:23])[CH2:14][CH2:15][CH2:16][N:9]21. The catalyst is O1CCCC1. The product is [Cl:3][C:4]1[C:12]2[N:11]=[C:10]3[N:13]([C:17]4[CH:18]=[N:19][C:20]([N:24]([CH3:25])[CH3:26])=[CH:21][C:22]=4[CH3:23])[CH2:14][CH2:15][CH2:16][N:9]3[C:8]=2[C:7]([CH2:27][OH:28])=[CH:6][CH:5]=1. The yield is 0.990. (5) The reactants are [Si:1]([O:8][C@@H:9]1[C@@H:13]([CH2:14][O:15][Si:16]([C:19]([CH3:22])([CH3:21])[CH3:20])([CH3:18])[CH3:17])[O:12][C@@H:11]([N:23]2[C:41]3[N:40]=[CH:39][N:38]=[C:27]([O:28][C:29]4[CH:34]=[CH:33][C:32]([N+]([O-])=O)=[CH:31][CH:30]=4)[C:26]=3[N:25]=[CH:24]2)[CH2:10]1)([C:4]([CH3:7])([CH3:6])[CH3:5])([CH3:3])[CH3:2].[N:42]1(O[C:50]2[C:45]3N=C[N:42]([C:46]=3N=CN=2)[C@@H]2O[C@H](CO[Si](C(C)(C)C)(C)C)[C@@H](O[Si](C(C)(C)C)(C)C)C2)[C:46]2C=CC=[CH:50][C:45]=2N=N1.C([O-])([O-])=O.[Cs+].[Cs+].OC1C=CC=C2C=1N=CC=C2. The catalyst is COCCOC. The product is [Si:16]([O:15][C@@H:14]1[C@@H:13]([CH2:9][O:8][Si:1]([C:4]([CH3:6])([CH3:5])[CH3:7])([CH3:2])[CH3:3])[O:12][C@@H:11]([N:23]2[C:41]3[N:40]=[CH:39][N:38]=[C:27]([O:28][C:29]4[CH:34]=[CH:33][CH:32]=[C:31]5[C:30]=4[N:42]=[CH:46][CH:45]=[CH:50]5)[C:26]=3[N:25]=[CH:24]2)[CH2:10]1)([C:19]([CH3:21])([CH3:20])[CH3:22])([CH3:18])[CH3:17]. The yield is 0.790.